Dataset: Forward reaction prediction with 1.9M reactions from USPTO patents (1976-2016). Task: Predict the product of the given reaction. (1) Given the reactants [Na].O[CH:3]=[CH:4][C:5]([O:7]CC)=O.Cl.[OH:11][CH:12]([CH3:16])[C:13]([NH2:15])=[NH:14].C(O)(=O)C, predict the reaction product. The product is: [OH:11][CH:12]([C:13]1[NH:15][C:5](=[O:7])[CH:4]=[CH:3][N:14]=1)[CH3:16]. (2) Given the reactants [OH:1][NH:2][C:3]([C:5]1[CH:10]=[CH:9][CH:8]=[CH:7][N:6]=1)=[NH:4].[OH:11][C:12]1[CH:20]=[CH:19][C:18]([OH:21])=[CH:17][C:13]=1[C:14](O)=O, predict the reaction product. The product is: [N:6]1[CH:7]=[CH:8][CH:9]=[CH:10][C:5]=1[C:3]1[N:4]=[C:14]([C:13]2[CH:17]=[C:18]([OH:21])[CH:19]=[CH:20][C:12]=2[OH:11])[O:1][N:2]=1. (3) Given the reactants [CH:1]1([S:4]([NH2:7])(=[O:6])=[O:5])[CH2:3][CH2:2]1.[H-].[Na+].[C:10]([C:13]1[CH:14]=[C:15]([CH:19]2[CH2:28][C:27]([CH3:30])([CH3:29])[C:26]3[C:21](=[CH:22][CH:23]=[C:24]([C:31](O)=[O:32])[CH:25]=3)[NH:20]2)[CH:16]=[CH:17][CH:18]=1)(=[O:12])[NH2:11].C(N1C=CN=C1)(N1C=CN=C1)=O, predict the reaction product. The product is: [CH:1]1([S:4]([NH:7][C:31]([C:24]2[CH:25]=[C:26]3[C:21](=[CH:22][CH:23]=2)[NH:20][CH:19]([C:15]2[CH:14]=[C:13]([CH:18]=[CH:17][CH:16]=2)[C:10]([NH2:11])=[O:12])[CH2:28][C:27]3([CH3:30])[CH3:29])=[O:32])(=[O:6])=[O:5])[CH2:3][CH2:2]1. (4) Given the reactants Br[C:2]1[CH:3]=[C:4]([C:15]([O:17]C)=[O:16])[C:5]2[C:6]([CH3:14])=[CH:7][N:8]([CH:11]([CH3:13])[CH3:12])[C:9]=2[CH:10]=1.[CH3:19][S:20]([OH:22])=[O:21].CNCCNC, predict the reaction product. The product is: [CH:11]([N:8]1[C:9]2[CH:10]=[C:2]([S:20]([CH3:19])(=[O:22])=[O:21])[CH:3]=[C:4]([C:15]([OH:17])=[O:16])[C:5]=2[C:6]([CH3:14])=[CH:7]1)([CH3:13])[CH3:12]. (5) Given the reactants C[C:2]1[C:3]2[C:22](=[O:23])CCC=2N(S(C2C=CC(C)=CC=2)(=O)=O)[C:6]=1C(O)=O.O=C1C2[CH:31]=[C:30]([C:33]([O:35][CH3:36])=O)NC=2CC1.BrC1C=C(C=CC=1)C[Mg]Br.Br[C:48]1[CH:49]=[C:50]([CH:74]=[CH:75][CH:76]=1)/[CH:51]=[C:52]1\[CH2:53][CH2:54][C:55]2[N:56]([S:64]([C:67]3[CH:73]=[CH:72][C:70]([CH3:71])=[CH:69][CH:68]=3)(=[O:66])=[O:65])[C:57]([C:60]([O:62][CH3:63])=[O:61])=[CH:58][C:59]\1=2.O1C=CC=C1B(O)O, predict the reaction product. The product is: [O:23]1[CH:22]=[CH:3][CH:2]=[C:6]1[C:48]1[CH:49]=[C:50]([CH:74]=[CH:75][CH:76]=1)[CH2:51][CH:52]1[C:59]2[CH:58]=[C:57]([C:60]([O:62][CH3:63])=[O:61])[NH:56][C:55]=2[CH2:54][CH2:53]1.[O:35]1[CH:33]=[CH:30][CH:31]=[C:36]1[C:48]1[CH:49]=[C:50]([CH:74]=[CH:75][CH:76]=1)/[CH:51]=[C:52]1\[CH2:53][CH2:54][C:55]2[N:56]([S:64]([C:67]3[CH:68]=[CH:69][C:70]([CH3:71])=[CH:72][CH:73]=3)(=[O:66])=[O:65])[C:57]([C:60]([O:62][CH3:63])=[O:61])=[CH:58][C:59]\1=2. (6) Given the reactants [F:1][C:2]1[CH:36]=[CH:35][C:5]([CH2:6][N:7]2[C:11]3[CH:12]=[N:13][C:14]4[C:15](=[O:29])[N:16]([O:20][CH2:21][O:22][CH2:23][CH2:24][Si:25]([CH3:28])([CH3:27])[CH3:26])[CH2:17][CH2:18][C:19]=4[C:10]=3[C:9](/[CH:30]=[CH:31]\[O:32]CC)=[CH:8]2)=[CH:4][CH:3]=1.CC1C=CC(S(O)(=O)=O)=CC=1.O, predict the reaction product. The product is: [F:1][C:2]1[CH:3]=[CH:4][C:5]([CH2:6][N:7]2[C:11]3[CH:12]=[N:13][C:14]4[C:15](=[O:29])[N:16]([O:20][CH2:21][O:22][CH2:23][CH2:24][Si:25]([CH3:26])([CH3:27])[CH3:28])[CH2:17][CH2:18][C:19]=4[C:10]=3[C:9]([CH2:30][CH:31]=[O:32])=[CH:8]2)=[CH:35][CH:36]=1. (7) Given the reactants I[C:2]1[CH:3]=[C:4]([CH:8]=[CH:9][CH:10]=1)[C:5]([OH:7])=[O:6].[CH3:11][O:12][C:13]([C:15]1[CH:16]=[C:17](B(O)O)[CH:18]=[CH:19][CH:20]=1)=[O:14].C(=O)([O-])[O-].[Cs+].[Cs+].Cl, predict the reaction product. The product is: [CH3:11][O:12][C:13]([C:15]1[CH:16]=[C:17]([C:2]2[CH:10]=[CH:9][CH:8]=[C:4]([C:5]([OH:7])=[O:6])[CH:3]=2)[CH:18]=[CH:19][CH:20]=1)=[O:14]. (8) Given the reactants [C:1]([OH:5])(=O)[CH2:2][CH3:3].C(N1C=CN=C1)(N1C=CN=C1)=O.[OH:18][B:19]1[C:23]2[CH:24]=[C:25]([O:28][C:29]3[CH:34]=[CH:33][CH:32]=[CH:31][CH:30]=3)[CH:26]=[CH:27][C:22]=2[CH:21]([CH2:35][S:36]([NH2:39])(=[O:38])=[O:37])[O:20]1.N12CCCN=C1CCCCC2, predict the reaction product. The product is: [OH:18][B:19]1[C:23]2[CH:24]=[C:25]([O:28][C:29]3[CH:30]=[CH:31][CH:32]=[CH:33][CH:34]=3)[CH:26]=[CH:27][C:22]=2[CH:21]([CH2:35][S:36]([NH:39][C:1](=[O:5])[CH2:2][CH3:3])(=[O:37])=[O:38])[O:20]1. (9) The product is: [CH2:36]([C:9]1[CH:8]=[C:7]([CH2:19][C:20]([OH:22])=[O:21])[CH:6]=[C:5]([O:4][C:3]2[CH:23]=[CH:24][C:25]([S:27]([C:30]3[CH:35]=[CH:34][CH:33]=[CH:32][CH:31]=3)(=[O:29])=[O:28])=[CH:26][C:2]=2[F:1])[CH:10]=1)[CH3:37]. Given the reactants [F:1][C:2]1[CH:26]=[C:25]([S:27]([C:30]2[CH:35]=[CH:34][CH:33]=[CH:32][CH:31]=2)(=[O:29])=[O:28])[CH:24]=[CH:23][C:3]=1[O:4][C:5]1[CH:6]=[C:7]([CH2:19][C:20]([OH:22])=[O:21])[CH:8]=[C:9](OS(C(F)(F)F)(=O)=O)[CH:10]=1.[CH2:36]([Zn]CC)[CH3:37], predict the reaction product. (10) The product is: [CH2:12]([O:11][C:9](=[O:10])[CH2:8][N:24]1[CH2:25][CH2:26][N:21]([C:19]([O:18][C:14]([CH3:17])([CH3:16])[CH3:15])=[O:20])[CH2:22][C@@H:23]1[CH3:27])[CH3:13]. Given the reactants C(=O)([O-])[O-].[K+].[K+].Br[CH2:8][C:9]([O:11][CH2:12][CH3:13])=[O:10].[C:14]([O:18][C:19]([N:21]1[CH2:26][CH2:25][NH:24][C@@H:23]([CH3:27])[CH2:22]1)=[O:20])([CH3:17])([CH3:16])[CH3:15], predict the reaction product.